Predict the reaction yield, written as a fraction of the theoretical maximum amount of product (1.0 means a 100% yield; for example, 0.34 means a 34% yield). From a dataset of Reaction yield outcomes from USPTO patents with 853,638 reactions. (1) The reactants are [Br-].[CH3:2][C:3]1[C:16]2[NH2+:15][C:14]3[C:9](=[CH:10][C:11]([Br:17])=[CH:12][CH:13]=3)[S:8][C:7]=2[CH:6]=[C:5](Br)[CH:4]=1.[CH3:19][O:20][CH2:21][CH2:22][NH:23][CH2:24][CH2:25][O:26][CH3:27]. The catalyst is C(Cl)(Cl)Cl. The product is [Br-:17].[CH3:19][O:20][CH2:21][CH2:22][N:23]([CH2:24][CH2:25][O:26][CH3:27])[C:5]1[CH:4]=[C:3]([CH3:2])[C:16]2[C:7]([CH:6]=1)=[S+:8][C:9]1[C:14](=[CH:13][CH:12]=[C:11]([N:23]([CH2:24][CH2:25][O:26][CH3:27])[CH2:22][CH2:21][O:20][CH3:19])[CH:10]=1)[N:15]=2. The yield is 0.240. (2) The reactants are [C:1]([N:8]1[CH2:13][CH2:12][CH2:11][CH2:10][C:9]1=O)([O:3][C:4]([CH3:7])([CH3:6])[CH3:5])=[O:2].[F:15][C:16]([F:26])([F:25])[C:17]1[CH:24]=[CH:23][CH:22]=[CH:21][C:18]=1[CH2:19][NH2:20]. The catalyst is [Pd].C(O)C. The product is [F:15][C:16]([F:25])([F:26])[C:17]1[CH:24]=[CH:23][CH:22]=[CH:21][C:18]=1[CH2:19][NH:20][CH:11]1[CH2:12][CH2:13][N:8]([C:1]([O:3][C:4]([CH3:7])([CH3:6])[CH3:5])=[O:2])[CH2:9][CH2:10]1. The yield is 0.940. (3) The reactants are [NH2:1][C:2]1[CH2:6][CH2:5][C@@H:4]([CH3:7])[C:3]=1[C:8]([O:10]CC)=O.C([O-])=O.[NH4+].[CH:17]([NH2:19])=O. No catalyst specified. The yield is 0.650. The product is [CH3:7][C@H:4]1[C:3]2[C:8]([OH:10])=[N:19][CH:17]=[N:1][C:2]=2[CH2:6][CH2:5]1. (4) The reactants are COC(=O)CCCC1OC=C(C2C=CC=CC=2[N+]([O-])=O)N=1.Br[CH2:23][C:24]([C:26]1[CH:31]=[CH:30][CH:29]=[CH:28][C:27]=1[N+:32]([O-:34])=[O:33])=O.[CH3:35][O:36][C:37](=[O:43])[CH2:38][CH2:39][C:40]([NH2:42])=[O:41]. No catalyst specified. The product is [CH3:35][O:36][C:37](=[O:43])[CH2:38][CH2:39][C:40]1[O:41][CH:23]=[C:24]([C:26]2[CH:31]=[CH:30][CH:29]=[CH:28][C:27]=2[N+:32]([O-:34])=[O:33])[N:42]=1. The yield is 0.360. (5) The reactants are [Br:1][C:2]1[CH:10]=[CH:9][C:8]([C:11]([NH2:13])=O)=[C:7]2[C:3]=1[C:4]([CH3:15])=[C:5]([CH3:14])[NH:6]2.P(Cl)(Cl)(Cl)=O. The catalyst is C1COCC1. The product is [Br:1][C:2]1[CH:10]=[CH:9][C:8]([C:11]#[N:13])=[C:7]2[C:3]=1[C:4]([CH3:15])=[C:5]([CH3:14])[NH:6]2. The yield is 0.890.